Task: Regression. Given a peptide amino acid sequence and an MHC pseudo amino acid sequence, predict their binding affinity value. This is MHC class I binding data.. Dataset: Peptide-MHC class I binding affinity with 185,985 pairs from IEDB/IMGT (1) The peptide sequence is ATGPITTLW. The MHC is HLA-B58:01 with pseudo-sequence HLA-B58:01. The binding affinity (normalized) is 0.853. (2) The peptide sequence is GLYEWISEQ. The MHC is HLA-A02:11 with pseudo-sequence HLA-A02:11. The binding affinity (normalized) is 0.699.